From a dataset of Forward reaction prediction with 1.9M reactions from USPTO patents (1976-2016). Predict the product of the given reaction. (1) Given the reactants C([Mg]Cl)(C)C.[CH:6]([S:9]([N:12]1[C:16]2[CH:17]=[C:18](I)[CH:19]=[CH:20][C:15]=2[N:14]=[C:13]1[NH2:22])(=[O:11])=[O:10])([CH3:8])[CH3:7].CN(OC)[C:25](=[O:41])[CH:26]([O:33][Si:34]([C:37]([CH3:40])([CH3:39])[CH3:38])([CH3:36])[CH3:35])[C:27]1[CH:32]=[CH:31][CH:30]=[CH:29][CH:28]=1.[Cl-].[NH4+], predict the reaction product. The product is: [CH:6]([S:9]([N:12]1[C:16]2[CH:17]=[C:18]([C:25](=[O:41])[CH:26]([O:33][Si:34]([C:37]([CH3:39])([CH3:38])[CH3:40])([CH3:36])[CH3:35])[C:27]3[CH:32]=[CH:31][CH:30]=[CH:29][CH:28]=3)[CH:19]=[CH:20][C:15]=2[N:14]=[C:13]1[NH2:22])(=[O:11])=[O:10])([CH3:8])[CH3:7]. (2) The product is: [CH2:1]([O:3][CH2:4][O:5][CH2:6][C:7]1[CH:12]=[CH:11][C:10]2[O:13][CH2:14][O:15][C:9]=2[C:8]=1[S:28][CH3:27])[CH3:2]. Given the reactants [CH2:1]([O:3][CH2:4][O:5][CH2:6][C:7]1[CH:12]=[CH:11][C:10]2[O:13][CH2:14][O:15][C:9]=2[CH:8]=1)[CH3:2].CCCCCC.C([Li])CCC.[CH3:27][S:28]SC.[OH-].[Na+], predict the reaction product. (3) Given the reactants CO[C:3]1[CH:4]=[C:5]([CH2:14][NH:15]C2CC2)C=[C:7](/[CH:9]=[CH:10]/[CH2:11]OC)[CH:8]=1.[CH3:19]COC(C)=O, predict the reaction product. The product is: [CH3:19][CH2:11][CH2:10][CH2:9][CH2:7][CH2:8][CH2:3][CH2:4][CH2:5][CH2:14][NH2:15]. (4) Given the reactants [C:1]12([CH2:11][NH:12][C:13](=[O:22])[C:14]3[C:19]([Cl:20])=[CH:18][N:17]=[C:16](I)[CH:15]=3)[CH2:10][CH:5]3[CH2:6][CH:7]([CH2:9][CH:3]([CH2:4]3)[CH2:2]1)[CH2:8]2.[CH2:23]([N:25]([CH2:33][C:34]#[CH:35])[C:26](=[O:32])[O:27][C:28]([CH3:31])([CH3:30])[CH3:29])[CH3:24].C(N(CC)CC)C, predict the reaction product. The product is: [C:1]12([CH2:11][NH:12][C:13]([C:14]3[C:19]([Cl:20])=[CH:18][N:17]=[C:16]([C:35]#[C:34][CH2:33][N:25]([CH2:23][CH3:24])[C:26](=[O:32])[O:27][C:28]([CH3:29])([CH3:31])[CH3:30])[CH:15]=3)=[O:22])[CH2:10][CH:5]3[CH2:6][CH:7]([CH2:9][CH:3]([CH2:4]3)[CH2:2]1)[CH2:8]2. (5) The product is: [Cl:1][C:2]1[C:7](=[O:8])[N:6]([CH3:9])[CH:5]=[C:4]([N:10]2[C:17](=[O:19])[C:16]3[CH:15]=[CH:14][N:13]([CH:20]4[CH2:21][CH2:22]4)[C:12]=3[CH:11]2[C:23]2[CH:28]=[CH:27][C:26]([Cl:29])=[CH:25][CH:24]=2)[CH:3]=1. Given the reactants [Cl:1][C:2]1[C:7](=[O:8])[N:6]([CH3:9])[CH:5]=[C:4]([NH:10][CH:11]([C:23]2[CH:28]=[CH:27][C:26]([Cl:29])=[CH:25][CH:24]=2)[C:12]2[N:13]([CH:20]3[CH2:22][CH2:21]3)[CH:14]=[CH:15][C:16]=2[C:17]([OH:19])=O)[CH:3]=1, predict the reaction product. (6) Given the reactants Br[C:2]1[CH:22]=[CH:21][C:5]2[NH:6][C:7]([CH2:9][O:10][C:11]3[CH:16]=[CH:15][C:14]([C:17]([F:20])([F:19])[F:18])=[CH:13][CH:12]=3)=[N:8][C:4]=2[CH:3]=1.[CH:23]([C:25]1[CH:30]=[CH:29][CH:28]=[CH:27][C:26]=1B(O)O)=[O:24].C(=O)([O-])[O-].[Na+].[Na+], predict the reaction product. The product is: [F:18][C:17]([F:20])([F:19])[C:14]1[CH:15]=[CH:16][C:11]([O:10][CH2:9][C:7]2[NH:6][C:5]3[CH:21]=[CH:22][C:2]([C:26]4[CH:27]=[CH:28][CH:29]=[CH:30][C:25]=4[CH:23]=[O:24])=[CH:3][C:4]=3[N:8]=2)=[CH:12][CH:13]=1. (7) Given the reactants [CH:1]1[O:2]C=C2[C:9]=1[CH:8]=[CH:7][CH:6]=[CH:5]2.[NH2:10][NH2:11].[C:12]([OH:15])(=O)[CH3:13], predict the reaction product. The product is: [C:12]1(=[O:15])[C:13]2[C:9](=[CH:8][CH:7]=[CH:6][CH:5]=2)[C:1](=[O:2])[NH:11][NH:10]1.